From a dataset of Forward reaction prediction with 1.9M reactions from USPTO patents (1976-2016). Predict the product of the given reaction. (1) Given the reactants [C:1]([N:8]1[CH2:12][CH2:11][C:10](=O)[CH2:9]1)([O:3][C:4]([CH3:7])([CH3:6])[CH3:5])=[O:2].O=C[C@@H]([C@H]([C@@H]([C@@H](CO)O)O)O)O.C1C=[N+:30]([C@@H]2O[C@H](COP(OP(OC[C@H]3O[C@@H](N4C5N=CN=C(N)C=5N=C4)[C@H](O)[C@@H]3O)(O)=O)(O)=O)[C@@H](O)[C@H]2O)C=C(C(N)=O)C=1.N[C@@H](C(O)=O)C.CC1N=CC(COP(O)(O)=O)=C(C=O)C=1O.[OH-].[Na+], predict the reaction product. The product is: [C:1]([N:8]1[CH2:12][CH2:11][C@@H:10]([NH2:30])[CH2:9]1)([O:3][C:4]([CH3:7])([CH3:6])[CH3:5])=[O:2]. (2) Given the reactants Cl.[CH3:2][O:3][C:4]1[CH:5]=[C:6]2[C:10](=[CH:11][CH:12]=1)[NH:9][N:8]=[C:7]2[C:13]([NH:15][CH2:16][CH:17]1[CH2:22][CH2:21][NH:20][CH2:19][CH2:18]1)=[O:14].C(N(CC)CC)C.[C:30]([O:34][C:35](=[O:41])[NH:36][CH2:37][CH2:38][CH2:39]Br)([CH3:33])([CH3:32])[CH3:31], predict the reaction product. The product is: [C:30]([O:34][C:35](=[O:41])[NH:36][CH2:37][CH2:38][CH2:39][N:20]1[CH2:21][CH2:22][CH:17]([CH2:16][NH:15][C:13]([C:7]2[C:6]3[C:10](=[CH:11][CH:12]=[C:4]([O:3][CH3:2])[CH:5]=3)[NH:9][N:8]=2)=[O:14])[CH2:18][CH2:19]1)([CH3:33])([CH3:32])[CH3:31]. (3) Given the reactants Cl[CH2:2][C:3]1[CH:4]=[C:5]([CH:26]=[CH:27][N:28]=1)[C:6]([NH:8][C:9]1[S:10][C:11]2[C:17]([CH:18]3[CH2:23][O:22][CH2:21][CH2:20][O:19]3)=[CH:16][CH:15]=[C:14]([O:24][CH3:25])[C:12]=2[N:13]=1)=[O:7].[CH3:29][O-:30].[Na+].C(Cl)(Cl)Cl, predict the reaction product. The product is: [O:19]1[CH2:20][CH2:21][O:22][CH2:23][CH:18]1[C:17]1[C:11]2[S:10][C:9]([NH:8][C:6](=[O:7])[C:5]3[CH:26]=[CH:27][N:28]=[C:3]([CH2:2][O:30][CH3:29])[CH:4]=3)=[N:13][C:12]=2[C:14]([O:24][CH3:25])=[CH:15][CH:16]=1. (4) Given the reactants [NH2:1][C:2]1[C:3]([OH:13])=[C:4]([S:9]([NH2:12])(=[O:11])=[O:10])[C:5]([Cl:8])=[CH:6][CH:7]=1.N(C([C:19]1[N:23]([CH3:24])[N:22]=[CH:21][CH:20]=1)=O)=[N+]=[N-].C[N:26](C)[CH:27]=[O:28], predict the reaction product. The product is: [NH2:12][S:9]([C:4]1[C:3]([OH:13])=[C:2]([NH:1][C:27]([NH:26][C:19]2[N:23]([CH3:24])[N:22]=[CH:21][CH:20]=2)=[O:28])[CH:7]=[CH:6][C:5]=1[Cl:8])(=[O:11])=[O:10]. (5) The product is: [NH2:13][C@@H:14]([CH2:18][CH2:19][CH3:20])[C@H:15]([OH:17])[C:4]([NH:24][CH2:23][C:22]([F:26])([F:25])[F:21])=[O:5]. Given the reactants N[C@@H](CC)[C@H](O)[C:4](NC1CC1)=[O:5].[NH2:13][C@@H:14]([CH2:18][CH2:19][CH3:20])[C:15]([OH:17])=O.[F:21][C:22]([F:26])([F:25])[CH2:23][NH2:24], predict the reaction product. (6) Given the reactants [H-].[H-].[H-].[H-].[Li+].[Al+3].[C:7]1([CH3:22])[CH:12]=[CH:11][CH:10]=[CH:9][C:8]=1[C:13]1[CH:21]=[CH:20][C:16]([C:17](O)=[O:18])=[CH:15][CH:14]=1.O.[OH-].[K+], predict the reaction product. The product is: [C:7]1([CH3:22])[CH:12]=[CH:11][CH:10]=[CH:9][C:8]=1[C:13]1[CH:21]=[CH:20][C:16]([CH2:17][OH:18])=[CH:15][CH:14]=1. (7) Given the reactants [C:1]([C:4]1[N:9]=[C:8]2[N:10]([C:14]3[CH:19]=[C:18]([S:20]([C:23]([CH3:31])([C:25]4[CH:30]=[CH:29][CH:28]=[CH:27][CH:26]=4)[CH3:24])(=[O:22])=[O:21])[C:17]([O:32][CH3:33])=[CH:16][C:15]=3[Cl:34])[C:11](=[O:13])[NH:12][C:7]2=[C:6]([CH3:35])[CH:5]=1)([OH:3])=[O:2].C(=O)([O-])[O-].[K+].[K+].[I-].[K+].[CH2:44]([O:46][C:47]([O:49][CH:50](Cl)[CH3:51])=[O:48])[CH3:45], predict the reaction product. The product is: [Cl:34][C:15]1[CH:16]=[C:17]([O:32][CH3:33])[C:18]([S:20]([C:23]([CH3:24])([C:25]2[CH:26]=[CH:27][CH:28]=[CH:29][CH:30]=2)[CH3:31])(=[O:22])=[O:21])=[CH:19][C:14]=1[N:10]1[C:8]2=[N:9][C:4]([C:1]([O:3][CH:44]([O:46][C:47]([O:49][CH2:50][CH3:51])=[O:48])[CH3:45])=[O:2])=[CH:5][C:6]([CH3:35])=[C:7]2[NH:12][C:11]1=[O:13].